The task is: Predict the reaction yield, written as a fraction of the theoretical maximum amount of product (1.0 means a 100% yield; for example, 0.34 means a 34% yield).. This data is from Reaction yield outcomes from USPTO patents with 853,638 reactions. The reactants are N[C:2]1[CH:7]=[C:6]([F:8])[C:5]([Cl:9])=[CH:4][C:3]=1[S:10]([NH:13][C:14]1[CH:15]=[CH:16][C:17]([Cl:24])=[C:18]2[C:23]=1[N:22]=[CH:21][CH:20]=[CH:19]2)(=[O:12])=[O:11].N(OC(C)(C)C)=O.CC(O)=O. The catalyst is C1COCC1. The product is [Cl:9][C:5]1[CH:4]=[C:3]2[C:2](=[CH:7][C:6]=1[F:8])[C:15]1[C:14](=[C:23]3[C:18](=[C:17]([Cl:24])[CH:16]=1)[CH:19]=[CH:20][CH:21]=[N:22]3)[NH:13][S:10]2(=[O:11])=[O:12]. The yield is 0.160.